This data is from Reaction yield outcomes from USPTO patents with 853,638 reactions. The task is: Predict the reaction yield, written as a fraction of the theoretical maximum amount of product (1.0 means a 100% yield; for example, 0.34 means a 34% yield). (1) The reactants are [CH3:1][O:2][C:3]1[CH:4]=[C:5]([C:9]2O[C:13](=[O:15])[C:12]3[CH:16]=[CH:17][CH:18]=[CH:19][C:11]=3[N:10]=2)[CH:6]=[CH:7][CH:8]=1.[CH2:20]([NH2:28])[CH2:21][C:22]1[CH:27]=[CH:26][CH:25]=[CH:24][CH:23]=1. No catalyst specified. The product is [CH3:1][O:2][C:3]1[CH:4]=[C:5]([C:9]2[N:28]([CH2:20][CH2:21][C:22]3[CH:27]=[CH:26][CH:25]=[CH:24][CH:23]=3)[C:13](=[O:15])[C:12]3[C:11](=[CH:19][CH:18]=[CH:17][CH:16]=3)[N:10]=2)[CH:6]=[CH:7][CH:8]=1. The yield is 0.800. (2) The reactants are [OH-].[Li+].I[CH3:4].[O:5]=[C:6]1[CH2:10][CH2:9][CH2:8][CH:7]1[C:11]#[N:12]. The catalyst is O.CO. The product is [CH3:4][C:7]1([C:11]#[N:12])[CH2:8][CH2:9][CH2:10][C:6]1=[O:5]. The yield is 0.780.